Dataset: Catalyst prediction with 721,799 reactions and 888 catalyst types from USPTO. Task: Predict which catalyst facilitates the given reaction. (1) Reactant: [F:1][C:2]1[CH:7]=[CH:6][C:5]([CH:8]2[C:12]3[C:13]([CH3:20])=[C:14]([NH2:19])[C:15]([CH3:18])=[C:16]([CH3:17])[C:11]=3[O:10][C:9]2([CH3:22])[CH3:21])=[CH:4][CH:3]=1.[CH3:23][O:24][C:25]1[CH:33]=[CH:32][C:28]([C:29](Cl)=[O:30])=[CH:27][CH:26]=1. Product: [F:1][C:2]1[CH:7]=[CH:6][C:5]([CH:8]2[C:12]3[C:13]([CH3:20])=[C:14]([NH:19][C:29](=[O:30])[C:28]4[CH:32]=[CH:33][C:25]([O:24][CH3:23])=[CH:26][CH:27]=4)[C:15]([CH3:18])=[C:16]([CH3:17])[C:11]=3[O:10][C:9]2([CH3:22])[CH3:21])=[CH:4][CH:3]=1. The catalyst class is: 175. (2) Reactant: [Li]CCCC.CCCCCC.[CH3:12][C:13](=[N:15][OH:16])[CH3:14].[CH3:17][C:18]1([CH3:29])[CH2:26][C:25]2[C:20](=[CH:21][C:22]([CH3:27])=[CH:23][CH:24]=2)[C:19]1=[O:28].[Cl-].[NH4+]. Product: [OH:28][C:19]1([CH2:12][C:13](=[N:15][OH:16])[CH3:14])[C:20]2[C:25](=[CH:24][CH:23]=[C:22]([CH3:27])[CH:21]=2)[CH2:26][C:18]1([CH3:29])[CH3:17]. The catalyst class is: 1. (3) Reactant: [CH2:1]([C:8]1[CH:9]=[N:10][C:11]2[C:16]([C:17]=1[C:18]1[CH:19]=[C:20]([NH2:24])[CH:21]=[CH:22][CH:23]=1)=[CH:15][CH:14]=[CH:13][C:12]=2[C:25]([F:28])([F:27])[F:26])[C:2]1[CH:7]=[CH:6][CH:5]=[CH:4][CH:3]=1.[CH2:29]([O:31][C:32]1[C:33]([OH:40])=[CH:34][CH:35]=[C:36]([CH:39]=1)[CH:37]=O)[CH3:30].[BH-](OC(C)=O)(OC(C)=O)OC(C)=O.[Na+].C(O)(=O)C. Product: [CH2:1]([C:8]1[CH:9]=[N:10][C:11]2[C:16]([C:17]=1[C:18]1[CH:19]=[C:20]([NH:24][CH2:37][C:36]3[CH:35]=[CH:34][C:33]([OH:40])=[C:32]([O:31][CH2:29][CH3:30])[CH:39]=3)[CH:21]=[CH:22][CH:23]=1)=[CH:15][CH:14]=[CH:13][C:12]=2[C:25]([F:28])([F:26])[F:27])[C:2]1[CH:3]=[CH:4][CH:5]=[CH:6][CH:7]=1. The catalyst class is: 1. (4) Reactant: Br[CH2:2][CH:3]1[CH2:12][C:11]2[C:6](=[CH:7][CH:8]=[CH:9][CH:10]=2)[CH:5]([C:13]2[CH:18]=[CH:17][C:16]([Cl:19])=[C:15]([Cl:20])[CH:14]=2)[CH2:4]1.[N-:21]=[N+:22]=[N-:23].[Na+]. Product: [N:21]([CH2:2][CH:3]1[CH2:12][C:11]2[C:6](=[CH:7][CH:8]=[CH:9][CH:10]=2)[CH:5]([C:13]2[CH:18]=[CH:17][C:16]([Cl:19])=[C:15]([Cl:20])[CH:14]=2)[CH2:4]1)=[N+:22]=[N-:23]. The catalyst class is: 3. (5) Reactant: Br[CH2:2][C:3]([C:5]1[CH:10]=[CH:9][C:8]([Br:11])=[CH:7][CH:6]=1)=[O:4].[C:12]([O:16][C:17]([N:19]1[CH2:23][CH:22]([CH2:24][O:25][CH3:26])[CH2:21][C@H:20]1[C:27]([OH:29])=[O:28])=[O:18])([CH3:15])([CH3:14])[CH3:13].CCN(CC)CC. Product: [CH3:26][O:25][CH2:24][CH:22]1[CH2:23][N:19]([C:17]([O:16][C:12]([CH3:15])([CH3:13])[CH3:14])=[O:18])[C@H:20]([C:27]([O:29][CH2:2][C:3]([C:5]2[CH:10]=[CH:9][C:8]([Br:11])=[CH:7][CH:6]=2)=[O:4])=[O:28])[CH2:21]1. The catalyst class is: 210.